Dataset: Forward reaction prediction with 1.9M reactions from USPTO patents (1976-2016). Task: Predict the product of the given reaction. (1) The product is: [CH3:1][C:2]([CH3:44])([CH2:6][C:7]1[N:11]([CH2:12][C:13]2[CH:14]=[CH:15][C:16]([C:46]3[N:47]=[CH:48][S:49][CH:50]=3)=[CH:17][CH:18]=2)[C:10]2[CH:28]=[CH:29][C:30]([O:32][CH2:33][C:34]3[CH:43]=[CH:42][C:41]4[C:36](=[CH:37][CH:38]=[CH:39][CH:40]=4)[N:35]=3)=[CH:31][C:9]=2[N:8]=1)[C:3]([OH:5])=[O:4]. Given the reactants [CH3:1][C:2]([CH3:44])([CH2:6][C:7]1[N:11]([CH2:12][C:13]2[CH:18]=[CH:17][C:16](B3OC(C)(C)C(C)(C)O3)=[CH:15][CH:14]=2)[C:10]2[CH:28]=[CH:29][C:30]([O:32][CH2:33][C:34]3[CH:43]=[CH:42][C:41]4[C:36](=[CH:37][CH:38]=[CH:39][CH:40]=4)[N:35]=3)=[CH:31][C:9]=2[N:8]=1)[C:3]([OH:5])=[O:4].Br[C:46]1[N:47]=[CH:48][S:49][CH:50]=1, predict the reaction product. (2) Given the reactants S(Cl)([Cl:3])=O.O[C@@H:6]([CH2:10][C:11]1[CH:16]=[CH:15][CH:14]=[CH:13][CH:12]=1)[C:7]([OH:9])=[O:8].O, predict the reaction product. The product is: [Cl:3][C@H:6]([CH2:10][C:11]1[CH:16]=[CH:15][CH:14]=[CH:13][CH:12]=1)[C:7]([OH:9])=[O:8]. (3) Given the reactants C(OC([NH:8][C@@H:9]([CH:26]1[CH2:31][CH2:30][O:29][CH2:28][CH2:27]1)[C:10]([N:12]1[C:16]2=[N:17][CH:18]=[CH:19][CH:20]=[C:15]2[CH2:14][C@H:13]1[C:21]([O:23][CH2:24][CH3:25])=[O:22])=[O:11])=O)(C)(C)C.C(O)(C(F)(F)F)=O, predict the reaction product. The product is: [NH2:8][C@@H:9]([CH:26]1[CH2:31][CH2:30][O:29][CH2:28][CH2:27]1)[C:10]([N:12]1[C:16]2=[N:17][CH:18]=[CH:19][CH:20]=[C:15]2[CH2:14][C@H:13]1[C:21]([O:23][CH2:24][CH3:25])=[O:22])=[O:11].